This data is from Forward reaction prediction with 1.9M reactions from USPTO patents (1976-2016). The task is: Predict the product of the given reaction. Given the reactants [CH:1](NC(C)C)(C)[CH3:2].[Si:8]([O:25][CH2:26][C@@H:27]([N:30]1[C@H:35]([C:36]2[CH:41]=[CH:40][C:39]([Cl:42])=[CH:38][CH:37]=2)[C@@H:34]([C:43]2[CH:48]=[CH:47][CH:46]=[C:45]([Cl:49])[CH:44]=2)[CH2:33][CH:32]([CH3:50])[C:31]1=[O:51])[CH2:28][CH3:29])([C:21]([CH3:24])([CH3:23])[CH3:22])([C:15]1[CH:20]=[CH:19][CH:18]=[CH:17][CH:16]=1)[C:9]1[CH:14]=[CH:13][CH:12]=[CH:11][CH:10]=1.[CH2:52](Br)C=C, predict the reaction product. The product is: [CH2:50]([C@@:32]1([CH3:52])[CH2:33][C@H:34]([C:43]2[CH:48]=[CH:47][CH:46]=[C:45]([Cl:49])[CH:44]=2)[C@@H:35]([C:36]2[CH:37]=[CH:38][C:39]([Cl:42])=[CH:40][CH:41]=2)[N:30]([C@@H:27]([CH2:28][CH3:29])[CH2:26][O:25][Si:8]([C:21]([CH3:24])([CH3:23])[CH3:22])([C:9]2[CH:14]=[CH:13][CH:12]=[CH:11][CH:10]=2)[C:15]2[CH:20]=[CH:19][CH:18]=[CH:17][CH:16]=2)[C:31]1=[O:51])[CH:1]=[CH2:2].